From a dataset of NCI-60 drug combinations with 297,098 pairs across 59 cell lines. Regression. Given two drug SMILES strings and cell line genomic features, predict the synergy score measuring deviation from expected non-interaction effect. Drug 1: C1CN(P(=O)(OC1)NCCCl)CCCl. Drug 2: COCCOC1=C(C=C2C(=C1)C(=NC=N2)NC3=CC=CC(=C3)C#C)OCCOC.Cl. Cell line: SK-OV-3. Synergy scores: CSS=11.9, Synergy_ZIP=-3.56, Synergy_Bliss=-3.57, Synergy_Loewe=-13.0, Synergy_HSA=-0.0333.